From a dataset of Reaction yield outcomes from USPTO patents with 853,638 reactions. Predict the reaction yield, written as a fraction of the theoretical maximum amount of product (1.0 means a 100% yield; for example, 0.34 means a 34% yield). (1) The reactants are [N:1]12[CH2:8][CH2:7][C:4]([C:9]([C:17]3[CH:22]=[CH:21][CH:20]=[CH:19][CH:18]=3)([C:11]3[CH:16]=[CH:15][CH:14]=[CH:13][CH:12]=3)[OH:10])([CH2:5][CH2:6]1)[CH2:3][CH2:2]2.[Br:23][CH2:24][C:25]([C:27]1[CH:32]=[CH:31][CH:30]=[CH:29][CH:28]=1)=[O:26]. The catalyst is CC#N. The product is [Br-:23].[OH:10][C:9]([C:17]1[CH:22]=[CH:21][CH:20]=[CH:19][CH:18]=1)([C:11]1[CH:12]=[CH:13][CH:14]=[CH:15][CH:16]=1)[C:4]12[CH2:5][CH2:6][N+:1]([CH2:24][C:25](=[O:26])[C:27]3[CH:32]=[CH:31][CH:30]=[CH:29][CH:28]=3)([CH2:2][CH2:3]1)[CH2:8][CH2:7]2. The yield is 0.430. (2) The reactants are C1(C(C2C=CC=CC=2)=[N:8][CH2:9][C:10]2[N:11]=[C:12]3[CH:18]=[CH:17][N:16]([S:19]([C:22]4[CH:28]=[CH:27][C:25]([CH3:26])=[CH:24][CH:23]=4)(=[O:21])=[O:20])[C:13]3=[N:14][CH:15]=2)C=CC=CC=1.C[Si]([N-][Si](C)(C)C)(C)C.[Na+].[F:45][C:46]([F:50])([F:49])[CH2:47]I.C([O-])(O)=O.[Na+].[ClH:56]. The catalyst is C1COCC1.C(OC(C)C)(=O)C.CCOC(C)=O. The product is [ClH:56].[F:45][C:46]([F:50])([F:49])[CH2:47][CH:9]([C:10]1[N:11]=[C:12]2[CH:18]=[CH:17][N:16]([S:19]([C:22]3[CH:28]=[CH:27][C:25]([CH3:26])=[CH:24][CH:23]=3)(=[O:20])=[O:21])[C:13]2=[N:14][CH:15]=1)[NH2:8]. The yield is 0.230. (3) The product is [CH2:35]([O:42][CH2:43][CH2:44][CH2:45][O:24][C:23]([C:12]1[CH:13]=[C:14]2[C:22](=[C:10]([C:8]3[CH:7]=[CH:6][C:5]4[O:1][CH2:2][O:3][C:4]=4[CH:9]=3)[C:11]=1[CH2:26][O:27][CH2:28][C:29]1[CH:30]=[CH:31][CH:32]=[CH:33][CH:34]=1)[C:18]1[O:19][CH2:20][O:21][C:17]=1[CH:16]=[CH:15]2)=[O:25])[C:36]1[CH:41]=[CH:40][CH:39]=[CH:38][CH:37]=1. The reactants are [O:1]1[C:5]2[CH:6]=[CH:7][C:8]([C:10]3[C:11]([CH2:26][O:27][CH2:28][C:29]4[CH:34]=[CH:33][CH:32]=[CH:31][CH:30]=4)=[C:12]([C:23]([OH:25])=[O:24])[CH:13]=[C:14]4[C:22]=3[C:18]3[O:19][CH2:20][O:21][C:17]=3[CH:16]=[CH:15]4)=[CH:9][C:4]=2[O:3][CH2:2]1.[CH2:35]([O:42][CH2:43][CH2:44][CH2:45]O)[C:36]1[CH:41]=[CH:40][CH:39]=[CH:38][CH:37]=1.C1(N=C=NC2CCCCC2)CCCCC1. The yield is 0.840. The catalyst is C(Cl)Cl.CN(C)C1C=CN=CC=1. (4) The reactants are [Br:1][C:2]1[CH:10]=[CH:9][C:5]([C:6](O)=[O:7])=[C:4]([CH2:11][CH3:12])[CH:3]=1.B.C1COCC1. The catalyst is C1COCC1. The product is [Br:1][C:2]1[CH:10]=[CH:9][C:5]([CH2:6][OH:7])=[C:4]([CH2:11][CH3:12])[CH:3]=1. The yield is 0.890. (5) The reactants are [NH:1]1[C:9]2[C:4](=[CH:5][C:6]([B:10]([OH:12])[OH:11])=[CH:7][CH:8]=2)[CH:3]=[N:2]1.C(N(CC)CC)C.[CH3:20][C:21]([O:24][C:25](O[C:25]([O:24][C:21]([CH3:23])([CH3:22])[CH3:20])=[O:26])=[O:26])([CH3:23])[CH3:22].O. The catalyst is CN(C)C1C=CN=CC=1.C(#N)C. The product is [C:21]([O:24][C:25]([N:1]1[C:9]2[C:4](=[CH:5][C:6]([B:10]([OH:11])[OH:12])=[CH:7][CH:8]=2)[CH:3]=[N:2]1)=[O:26])([CH3:23])([CH3:22])[CH3:20]. The yield is 0.680. (6) The reactants are [OH:1][C:2]1[C:3]([C:18](=O)[CH3:19])=[N:4][N:5]([CH3:17])[C:6]=1[C:7]1[CH:12]=[CH:11][CH:10]=[C:9]([C:13]([F:16])([F:15])[F:14])[CH:8]=1.[NH:21]([C:23]([NH:25][C:26]1[CH:34]=[CH:33][C:29]([C:30]([OH:32])=[O:31])=[CH:28][CH:27]=1)=[S:24])[NH2:22].CN(C)C=O. The catalyst is Cl.O. The product is [OH:1][C:2]1[C:3]([C:18](=[N:22][NH:21][C:23]([NH:25][C:26]2[CH:34]=[CH:33][C:29]([C:30]([OH:32])=[O:31])=[CH:28][CH:27]=2)=[S:24])[CH3:19])=[N:4][N:5]([CH3:17])[C:6]=1[C:7]1[CH:12]=[CH:11][CH:10]=[C:9]([C:13]([F:16])([F:15])[F:14])[CH:8]=1. The yield is 0.680. (7) The reactants are [O:1]=[S:2]1(=[O:15])[CH2:7][CH2:6][CH:5]([C:8]2[CH:13]=[CH:12][C:11]([NH2:14])=[CH:10][CH:9]=2)[CH2:4][CH2:3]1.[Br:16]N1C(=O)CCC1=O.CCOC(C)=O. The catalyst is C(Cl)Cl.CO.C(Cl)Cl. The product is [Br:16][C:12]1[CH:13]=[C:8]([CH:5]2[CH2:6][CH2:7][S:2](=[O:15])(=[O:1])[CH2:3][CH2:4]2)[CH:9]=[CH:10][C:11]=1[NH2:14]. The yield is 0.660.